This data is from Merck oncology drug combination screen with 23,052 pairs across 39 cell lines. The task is: Regression. Given two drug SMILES strings and cell line genomic features, predict the synergy score measuring deviation from expected non-interaction effect. (1) Drug 1: O=C(O)C1(Cc2cccc(Nc3nccs3)n2)CCC(Oc2cccc(Cl)c2F)CC1. Drug 2: Cc1nc(Nc2ncc(C(=O)Nc3c(C)cccc3Cl)s2)cc(N2CCN(CCO)CC2)n1. Cell line: A375. Synergy scores: synergy=17.9. (2) Drug 1: CCN(CC)CCNC(=O)c1c(C)[nH]c(C=C2C(=O)Nc3ccc(F)cc32)c1C. Drug 2: NC1(c2ccc(-c3nc4ccn5c(=O)[nH]nc5c4cc3-c3ccccc3)cc2)CCC1. Cell line: EFM192B. Synergy scores: synergy=-3.11.